This data is from Forward reaction prediction with 1.9M reactions from USPTO patents (1976-2016). The task is: Predict the product of the given reaction. (1) Given the reactants [CH3:1][C:2]1([CH3:18])[CH2:7][CH:6]([CH2:8][NH:9][C:10]2[N:15]=[C:14]([OH:16])[CH:13]=[CH:12][C:11]=2[F:17])[CH2:5][CH2:4][O:3]1.C(N(CC)CC)C.[F:26][C:27]([F:40])([F:39])[S:28](O[S:28]([C:27]([F:40])([F:39])[F:26])(=[O:30])=[O:29])(=[O:30])=[O:29].C(=O)(O)[O-].[Na+], predict the reaction product. The product is: [F:26][C:27]([F:40])([F:39])[S:28]([O:16][C:14]1[CH:13]=[CH:12][C:11]([F:17])=[C:10]([NH:9][CH2:8][CH:6]2[CH2:5][CH2:4][O:3][C:2]([CH3:18])([CH3:1])[CH2:7]2)[N:15]=1)(=[O:30])=[O:29]. (2) The product is: [CH2:54]1[CH2:53][O:52][C:51]2[CH:56]=[CH:57][C:48]([CH2:47][CH2:46][NH:45][C:20]([C:17]3[CH:16]=[CH:15][C:14]([C:3]4[CH:4]=[C:5]([C:8]5[O:9][C:10]([CH3:13])=[N:11][N:12]=5)[CH:6]=[CH:7][C:2]=4[CH3:1])=[CH:19][CH:18]=3)=[O:22])=[CH:49][C:50]=2[O:55]1. Given the reactants [CH3:1][C:2]1[CH:7]=[CH:6][C:5]([C:8]2[O:9][C:10]([CH3:13])=[N:11][N:12]=2)=[CH:4][C:3]=1[C:14]1[CH:19]=[CH:18][C:17]([C:20]([OH:22])=O)=[CH:16][CH:15]=1.C1C=CC2N(O)N=NC=2C=1.Cl.CN(C)CCCN=C=NCC.[NH2:45][CH2:46][CH2:47][C:48]1[CH:57]=[CH:56][C:51]2[O:52][CH2:53][CH2:54][O:55][C:50]=2[CH:49]=1, predict the reaction product. (3) Given the reactants Br[CH2:2][CH2:3][CH2:4][CH2:5][O:6][CH2:7][C@H:8]1[CH2:13][CH2:12][C@H:11]([CH2:14][N:15]([CH3:29])[S:16]([C:19]2[CH:24]=[CH:23][C:22]([C:25]([F:28])([F:27])[F:26])=[CH:21][CH:20]=2)(=[O:18])=[O:17])[CH2:10][CH2:9]1.[CH2:30]([NH:32][CH2:33][CH2:34][OH:35])[CH3:31], predict the reaction product. The product is: [CH2:30]([N:32]([CH2:33][CH2:34][OH:35])[CH2:2][CH2:3][CH2:4][CH2:5][O:6][CH2:7][C@H:8]1[CH2:13][CH2:12][C@H:11]([CH2:14][N:15]([CH3:29])[S:16]([C:19]2[CH:24]=[CH:23][C:22]([C:25]([F:28])([F:27])[F:26])=[CH:21][CH:20]=2)(=[O:18])=[O:17])[CH2:10][CH2:9]1)[CH3:31]. (4) Given the reactants [C:1]([O:5][C:6](=[O:32])[NH:7][C@@H:8]([C:12]1[CH:17]=[CH:16][C:15]([Cl:18])=[C:14]([C:19](=[O:30])[C:20]2[CH:25]=[CH:24][C:23]([N+:26]([O-])=O)=[C:22]([CH3:29])[CH:21]=2)[C:13]=1[F:31])[CH:9]1[CH2:11][CH2:10]1)([CH3:4])([CH3:3])[CH3:2], predict the reaction product. The product is: [C:1]([O:5][C:6](=[O:32])[NH:7][C@@H:8]([C:12]1[CH:17]=[CH:16][C:15]([Cl:18])=[C:14]([C:19](=[O:30])[C:20]2[CH:25]=[CH:24][C:23]([NH2:26])=[C:22]([CH3:29])[CH:21]=2)[C:13]=1[F:31])[CH:9]1[CH2:11][CH2:10]1)([CH3:4])([CH3:2])[CH3:3]. (5) The product is: [CH3:1][C:2]1([CH3:18])[CH2:11][C:6](=[O:7])[C:5]([C:12]2[N:16]([CH3:17])[N:15]=[CH:14][CH:13]=2)=[CH:4][CH2:3]1. Given the reactants [CH3:1][C:2]1([CH3:18])[CH2:11][C:6]2(OCC[O:7]2)[C:5]([C:12]2[N:16]([CH3:17])[N:15]=[CH:14][CH:13]=2)=[CH:4][CH2:3]1.Cl, predict the reaction product.